Dataset: Catalyst prediction with 721,799 reactions and 888 catalyst types from USPTO. Task: Predict which catalyst facilitates the given reaction. (1) Reactant: [CH3:1][CH:2]1[C:7]2=[N:8][C:9]([C:18]3[CH:23]=[CH:22][CH:21]=[CH:20][CH:19]=3)=[C:10]([C:12]3[CH:17]=[CH:16][CH:15]=[CH:14][CH:13]=3)[N:11]=[C:6]2[CH:5]=[CH:4][N:3]1[C:24]([O:26][C:27]1[CH:32]=[CH:31][CH:30]=[CH:29][CH:28]=1)=[O:25].C([O-])=O.[NH4+]. Product: [CH3:1][CH:2]1[C:7]2=[N:8][C:9]([C:18]3[CH:23]=[CH:22][CH:21]=[CH:20][CH:19]=3)=[C:10]([C:12]3[CH:13]=[CH:14][CH:15]=[CH:16][CH:17]=3)[N:11]=[C:6]2[CH2:5][CH2:4][N:3]1[C:24]([O:26][C:27]1[CH:32]=[CH:31][CH:30]=[CH:29][CH:28]=1)=[O:25]. The catalyst class is: 19. (2) Reactant: [CH3:1][O:2][C:3]1[CH:21]=[CH:20][CH:19]=[C:18]([O:22][CH3:23])[C:4]=1[CH2:5][NH:6][C:7](=O)[C:8]1[CH:13]=[CH:12][CH:11]=[CH:10][C:9]=1[N+:14]([O-:16])=[O:15].[B].CSC.Cl.O. Product: [CH3:1][O:2][C:3]1[CH:21]=[CH:20][CH:19]=[C:18]([O:22][CH3:23])[C:4]=1[CH2:5][NH:6][CH2:7][C:8]1[CH:13]=[CH:12][CH:11]=[CH:10][C:9]=1[N+:14]([O-:16])=[O:15]. The catalyst class is: 1. (3) Reactant: Cl[C:2]([O:4][CH3:5])=[O:3].[NH2:6][C:7]1[S:8][CH2:9][C:10](=[O:14])[C:11]=1[C:12]#[N:13].C(Cl)Cl.CO.Cl. Product: [C:12]([C:11]1[C:10](=[O:14])[CH2:9][S:8][C:7]=1[NH:6][C:2](=[O:3])[O:4][CH3:5])#[N:13]. The catalyst class is: 2. (4) Reactant: [CH3:1][O:2][C:3]1[CH:4]=[C:5]2[C:9](=[C:10]([O:14][CH3:15])[C:11]=1[O:12][CH3:13])[C:8](=[O:16])[CH2:7][CH2:6]2.O=[CH:18][C:19]1[CH:27]=[CH:26][C:23]([O:24][CH3:25])=[C:21]([OH:22])[CH:20]=1.C1(C)C=CC(S(O)(=O)=O)=CC=1. Product: [OH:22][C:21]1[CH:20]=[C:19]([CH:27]=[CH:26][C:23]=1[O:24][CH3:25])/[CH:18]=[C:7]1/[C:8](=[O:16])[C:9]2[C:5]([CH2:6]/1)=[CH:4][C:3]([O:2][CH3:1])=[C:11]([O:12][CH3:13])[C:10]=2[O:14][CH3:15]. The catalyst class is: 48. (5) Reactant: [Cl-].[Cl-].[Cl-].[Al+3].[Br:5][C:6]1[CH:11]=[CH:10][CH:9]=[CH:8][CH:7]=1.[C:12]1(=[O:18])[O:17][C:15](=[O:16])[CH2:14][CH2:13]1.Cl. Product: [Br:5][C:6]1[CH:11]=[CH:10][C:9]([C:12](=[O:18])[CH2:13][CH2:14][C:15]([OH:17])=[O:16])=[CH:8][CH:7]=1. The catalyst class is: 4. (6) Reactant: [Cl:1][C:2]1[CH:7]=[CH:6][C:5]([CH2:8][C@@H:9]([NH:29][C:30]([C@@H:32]2[CH2:41][C:40]3[C:35](=[CH:36][CH:37]=[CH:38][CH:39]=3)[CH2:34][N:33]2C(OC(C)(C)C)=O)=[O:31])[C:10]([N:12]2[CH2:17][CH2:16][CH:15]([C:18]3[CH:23]=[CH:22][CH:21]=[CH:20][C:19]=3[NH:24][C:25]([O:27][CH3:28])=[O:26])[CH2:14][CH2:13]2)=[O:11])=[CH:4][CH:3]=1.[C:49]([OH:55])([C:51]([F:54])([F:53])[F:52])=[O:50]. Product: [F:52][C:51]([F:54])([F:53])[C:49]([OH:55])=[O:50].[Cl:1][C:2]1[CH:7]=[CH:6][C:5]([CH2:8][C@@H:9]([NH:29][C:30]([C@@H:32]2[CH2:41][C:40]3[C:35](=[CH:36][CH:37]=[CH:38][CH:39]=3)[CH2:34][NH:33]2)=[O:31])[C:10]([N:12]2[CH2:17][CH2:16][CH:15]([C:18]3[CH:23]=[CH:22][CH:21]=[CH:20][C:19]=3[NH:24][C:25]([O:27][CH3:28])=[O:26])[CH2:14][CH2:13]2)=[O:11])=[CH:4][CH:3]=1. The catalyst class is: 2. (7) Reactant: [F:1][C:2]1[CH:29]=[CH:28][C:5]([CH2:6][C:7]2[O:8][C:9]3[CH:15]=[CH:14][C:13]([CH2:16][N:17]4C(=O)C5C(=CC=CC=5)C4=O)=[CH:12][C:10]=3[CH:11]=2)=[CH:4][CH:3]=1.O1CCCC1.O.NN.C(=O)(O)[O-].[Na+]. Product: [F:1][C:2]1[CH:29]=[CH:28][C:5]([CH2:6][C:7]2[O:8][C:9]3[CH:15]=[CH:14][C:13]([CH2:16][NH2:17])=[CH:12][C:10]=3[CH:11]=2)=[CH:4][CH:3]=1. The catalyst class is: 8. (8) Reactant: CC1(C)CCCC(C)(C)N1.[Li]CCCC.[C:16]([C:20]1[CH:25]=[CH:24][C:23]([NH:26][C:27](=[O:35])[C:28]2[CH:33]=[CH:32][CH:31]=[N:30][C:29]=2[F:34])=[CH:22][CH:21]=1)([CH3:19])([CH3:18])[CH3:17].CN([CH:39]=[O:40])C.Cl.C([O-])([O-])=O.[Na+].[Na+]. Product: [C:16]([C:20]1[CH:21]=[CH:22][C:23]([N:26]2[CH:39]([OH:40])[C:33]3[CH:32]=[CH:31][N:30]=[C:29]([F:34])[C:28]=3[C:27]2=[O:35])=[CH:24][CH:25]=1)([CH3:19])([CH3:17])[CH3:18]. The catalyst class is: 1. (9) The catalyst class is: 3. Product: [N:6]12[CH2:11][CH2:10][CH:9]([CH2:8][CH2:7]1)[CH:4]([NH:3][C:17](=[O:18])[C:16]1[CH:20]=[CH:21][C:13]([I:12])=[C:14]([N+:22]([O-:24])=[O:23])[CH:15]=1)[CH2:5]2. Reactant: Cl.Cl.[NH2:3][CH:4]1[CH:9]2[CH2:10][CH2:11][N:6]([CH2:7][CH2:8]2)[CH2:5]1.[I:12][C:13]1[CH:21]=[CH:20][C:16]([C:17](Cl)=[O:18])=[CH:15][C:14]=1[N+:22]([O-:24])=[O:23].C(N(CC)CC)C.